From a dataset of Reaction yield outcomes from USPTO patents with 853,638 reactions. Predict the reaction yield, written as a fraction of the theoretical maximum amount of product (1.0 means a 100% yield; for example, 0.34 means a 34% yield). The reactants are [NH2:1][C:2]1[CH:21]=[CH:20][CH:19]=[CH:18][C:3]=1[CH2:4][N:5]1[CH2:10][CH2:9][CH:8]([C:11]2[CH:16]=[CH:15][CH:14]=[CH:13][CH:12]=2)[O:7][C:6]1=[O:17].C(N(CC)CC)C.[F:29][C:30]([F:43])([F:42])[S:31](O[S:31]([C:30]([F:43])([F:42])[F:29])(=[O:33])=[O:32])(=[O:33])=[O:32].O.Cl. The catalyst is C(Cl)(Cl)Cl.O. The product is [C:11]1([CH:8]2[O:7][C:6](=[O:17])[N:5]([CH2:4][C:3]3[CH:18]=[CH:19][CH:20]=[CH:21][C:2]=3[NH:1][S:31]([C:30]([F:43])([F:42])[F:29])(=[O:33])=[O:32])[CH2:10][CH2:9]2)[CH:16]=[CH:15][CH:14]=[CH:13][CH:12]=1. The yield is 0.870.